Dataset: NCI-60 drug combinations with 297,098 pairs across 59 cell lines. Task: Regression. Given two drug SMILES strings and cell line genomic features, predict the synergy score measuring deviation from expected non-interaction effect. Drug 1: CCC1=CC2CC(C3=C(CN(C2)C1)C4=CC=CC=C4N3)(C5=C(C=C6C(=C5)C78CCN9C7C(C=CC9)(C(C(C8N6C)(C(=O)OC)O)OC(=O)C)CC)OC)C(=O)OC.C(C(C(=O)O)O)(C(=O)O)O. Drug 2: C1CNP(=O)(OC1)N(CCCl)CCCl. Cell line: NCI-H226. Synergy scores: CSS=33.9, Synergy_ZIP=6.33, Synergy_Bliss=9.44, Synergy_Loewe=-35.5, Synergy_HSA=6.45.